Dataset: Reaction yield outcomes from USPTO patents with 853,638 reactions. Task: Predict the reaction yield, written as a fraction of the theoretical maximum amount of product (1.0 means a 100% yield; for example, 0.34 means a 34% yield). (1) The product is [F:21][C:19]1([F:22])[O:18][C:17]2[CH:23]=[CH:24][C:14]([C:11]3([C:9]([NH:8][C:6]4[N:7]=[C:2]([C:31]5[CH:30]=[N:29][C:28]([O:27][CH3:26])=[C:33]([O:34][CH3:35])[CH:32]=5)[C:3]([CH3:25])=[CH:4][CH:5]=4)=[O:10])[CH2:13][CH2:12]3)=[CH:15][C:16]=2[O:20]1. The catalyst is COCCOC.C(OCC)(=O)C.C1C=CC([P]([Pd]([P](C2C=CC=CC=2)(C2C=CC=CC=2)C2C=CC=CC=2)([P](C2C=CC=CC=2)(C2C=CC=CC=2)C2C=CC=CC=2)[P](C2C=CC=CC=2)(C2C=CC=CC=2)C2C=CC=CC=2)(C2C=CC=CC=2)C2C=CC=CC=2)=CC=1. The yield is 0.550. The reactants are Cl[C:2]1[N:7]=[C:6]([NH:8][C:9]([C:11]2([C:14]3[CH:24]=[CH:23][C:17]4[O:18][C:19]([F:22])([F:21])[O:20][C:16]=4[CH:15]=3)[CH2:13][CH2:12]2)=[O:10])[CH:5]=[CH:4][C:3]=1[CH3:25].[CH3:26][O:27][C:28]1[C:33]([O:34][CH3:35])=[CH:32][C:31](B2OC(C)(C)C(C)(C)O2)=[CH:30][N:29]=1.C(=O)([O-])[O-].[Na+].[Na+]. (2) The reactants are [CH3:1][C:2]1[CH:3]=[C:4]([C:19]2[S:23][C:22]([CH2:24][CH2:25][C:26]3[CH:35]=[CH:34][C:29]([C:30]([O:32]C)=[O:31])=[CH:28][CH:27]=3)=[N:21][CH:20]=2)[CH:5]=[C:6]([NH:8][C:9]2[N:14]=[C:13]([C:15]([F:18])([F:17])[F:16])[CH:12]=[CH:11][N:10]=2)[CH:7]=1.[OH-].[Na+].Cl. The catalyst is CO.O. The product is [CH3:1][C:2]1[CH:3]=[C:4]([C:19]2[S:23][C:22]([CH2:24][CH2:25][C:26]3[CH:27]=[CH:28][C:29]([C:30]([OH:32])=[O:31])=[CH:34][CH:35]=3)=[N:21][CH:20]=2)[CH:5]=[C:6]([NH:8][C:9]2[N:14]=[C:13]([C:15]([F:18])([F:17])[F:16])[CH:12]=[CH:11][N:10]=2)[CH:7]=1. The yield is 0.950. (3) The reactants are [Cl:1][C:2]1[CH:3]=[CH:4][C:5]([F:27])=[C:6]([C:8]2[N:9]=[C:10]([NH:17][C:18]3[C:23]([C:24]([OH:26])=O)=[CH:22][N:21]=[CH:20][CH:19]=3)[C:11]3[O:16][CH2:15][CH2:14][C:12]=3[N:13]=2)[CH:7]=1.[CH2:28]([N:30](CC)CC)C.CN.C1CN([P+](Br)(N2CCCC2)N2CCCC2)CC1.F[P-](F)(F)(F)(F)F. The catalyst is CN(C=O)C. The product is [Cl:1][C:2]1[CH:3]=[CH:4][C:5]([F:27])=[C:6]([C:8]2[N:9]=[C:10]([NH:17][C:18]3[C:23]([C:24]([NH:30][CH3:28])=[O:26])=[CH:22][N:21]=[CH:20][CH:19]=3)[C:11]3[O:16][CH2:15][CH2:14][C:12]=3[N:13]=2)[CH:7]=1. The yield is 0.260. (4) The reactants are [CH3:1][C:2]1[CH:25]=[CH:24][C:5]([CH2:6][CH2:7][C:8]2[S:9][C:10]3[N:11]=[C:12]([NH2:23])[N:13]=[C:14]([N:17]4[CH2:22][CH2:21][NH:20][CH2:19][CH2:18]4)[C:15]=3[N:16]=2)=[CH:4][CH:3]=1.[CH3:26][O:27][C:28]1[CH:38]=[CH:37][C:31]([O:32][CH2:33][C:34](O)=[O:35])=[CH:30][CH:29]=1. No catalyst specified. The product is [NH2:23][C:12]1[N:13]=[C:14]([N:17]2[CH2:18][CH2:19][N:20]([C:34](=[O:35])[CH2:33][O:32][C:31]3[CH:37]=[CH:38][C:28]([O:27][CH3:26])=[CH:29][CH:30]=3)[CH2:21][CH2:22]2)[C:15]2[N:16]=[C:8]([CH2:7][CH2:6][C:5]3[CH:4]=[CH:3][C:2]([CH3:1])=[CH:25][CH:24]=3)[S:9][C:10]=2[N:11]=1. The yield is 0.680. (5) The reactants are [Cl:1][C:2]1[CH:3]=[C:4]([CH:9]([CH2:18][CH:19]2[CH2:23][CH2:22][CH2:21][CH:20]2[OH:24])[C:10]([NH:12][C:13]2[S:14][CH:15]=[CH:16][N:17]=2)=[O:11])[CH:5]=[CH:6][C:7]=1[Cl:8].[Cr](Cl)([O-])(=O)=O.[NH+]1C=CC=CC=1. The catalyst is C(Cl)Cl. The product is [Cl:1][C:2]1[CH:3]=[C:4]([CH:9]([CH2:18][CH:19]2[CH2:23][CH2:22][CH2:21][C:20]2=[O:24])[C:10]([NH:12][C:13]2[S:14][CH:15]=[CH:16][N:17]=2)=[O:11])[CH:5]=[CH:6][C:7]=1[Cl:8]. The yield is 0.401. (6) The product is [NH2:1][C:2]1[N:7]=[CH:6][N:5]=[C:4]2[N:8]([CH:12]([C:14]3[O:15][C:16]4[C:21]([C:22](=[O:30])[C:23]=3[C:24]3[CH:29]=[CH:28][CH:27]=[CH:26][CH:25]=3)=[CH:20][CH:19]=[CH:18][CH:17]=4)[CH3:13])[N:9]=[C:10]([C:37]3[CH:36]=[C:35]4[C:40]([C:32]([CH3:31])=[N:33][NH:34]4)=[CH:39][CH:38]=3)[C:3]=12. The yield is 0.210. The catalyst is CN(C=O)C.C(O)C.O. The reactants are [NH2:1][C:2]1[N:7]=[CH:6][N:5]=[C:4]2[N:8]([CH:12]([C:14]3[O:15][C:16]4[C:21]([C:22](=[O:30])[C:23]=3[C:24]3[CH:29]=[CH:28][CH:27]=[CH:26][CH:25]=3)=[CH:20][CH:19]=[CH:18][CH:17]=4)[CH3:13])[N:9]=[C:10](I)[C:3]=12.[CH3:31][C:32]1[C:40]2[C:35](=[CH:36][C:37](B3OC(C)(C)C(C)(C)O3)=[CH:38][CH:39]=2)[NH:34][N:33]=1.C(=O)([O-])[O-].[Na+].[Na+].ClCCl.